The task is: Predict the product of the given reaction.. This data is from Forward reaction prediction with 1.9M reactions from USPTO patents (1976-2016). (1) Given the reactants [OH:1][C:2]1[CH:10]=[CH:9][C:5]([C:6]([OH:8])=[O:7])=[CH:4][C:3]=1[CH3:11].[OH-].C([P+](CCCC)(CCCC)CCCC)CCC.Br[CH2:31][CH2:32][O:33][CH3:34].Cl, predict the reaction product. The product is: [CH3:34][O:33][CH2:32][CH2:31][O:1][C:2]1[CH:10]=[CH:9][C:5]([C:6]([OH:8])=[O:7])=[CH:4][C:3]=1[CH3:11]. (2) Given the reactants [N+:1]([C:4]1[CH:8]=[N:7][NH:6][N:5]=1)([O-:3])=[O:2].[CH2:9]1COCC1.[H-].[Na+].CI, predict the reaction product. The product is: [CH3:9][N:5]1[C:4]([N+:1]([O-:3])=[O:2])=[CH:8][N:7]=[N:6]1.[CH3:9][N:7]1[CH:8]=[C:4]([N+:1]([O-:3])=[O:2])[N:5]=[N:6]1. (3) Given the reactants [NH2:1][CH:2]1[C:8]2([CH2:13][CH2:12][O:11][CH2:10][CH2:9]2)[O:7][C:6]2[C:14]([F:19])=[C:15](F)[CH:16]=[CH:17][C:5]=2[NH:4][C:3]1=[O:20].FC1C(F)=CC=CC=1[N+]([O-])=O, predict the reaction product. The product is: [NH2:1][CH:2]1[C:8]2([CH2:9][CH2:10][O:11][CH2:12][CH2:13]2)[O:7][C:6]2[C:14]([F:19])=[CH:15][CH:16]=[CH:17][C:5]=2[NH:4][C:3]1=[O:20]. (4) Given the reactants [NH2:1][C:2]1[C:11]([C:12]#[C:13][C:14]2[CH:19]=[CH:18][CH:17]=[C:16]([NH2:20])[CH:15]=2)=[CH:10][C:5]([C:6]([O:8][CH3:9])=[O:7])=[CH:4][N:3]=1.[CH3:21][O:22][C:23]1[CH:24]=[C:25]([CH:29]=[CH:30][CH:31]=1)[C:26](O)=[O:27], predict the reaction product. The product is: [NH2:1][C:2]1[C:11]([C:12]#[C:13][C:14]2[CH:19]=[CH:18][CH:17]=[C:16]([NH:20][C:26](=[O:27])[C:25]3[CH:29]=[CH:30][CH:31]=[C:23]([O:22][CH3:21])[CH:24]=3)[CH:15]=2)=[CH:10][C:5]([C:6]([O:8][CH3:9])=[O:7])=[CH:4][N:3]=1. (5) Given the reactants [N+:1]([C:4]1[CH:5]=[C:6]([C:13]2[CH:14]=[N:15][CH:16]=[CH:17][CH:18]=2)[C:7]2[O:11][CH2:10][CH2:9][C:8]=2[CH:12]=1)([O-])=O.[Sn].O.[OH-].[Na+], predict the reaction product. The product is: [NH2:1][C:4]1[CH:5]=[C:6]([C:13]2[CH:14]=[N:15][CH:16]=[CH:17][CH:18]=2)[C:7]2[O:11][CH2:10][CH2:9][C:8]=2[CH:12]=1. (6) Given the reactants [CH2:1]([O:4][C:5]1[N:10]=[C:9]([C:11]([OH:13])=[O:12])[CH:8]=[N:7][C:6]=1[N:14]1[CH2:18][CH2:17][CH2:16][CH2:15]1)[CH2:2][CH3:3].COC(C1C=NC(Cl)=C(Br)N=1)=O.[F:31][C:32]1[CH:37]=CC(CO)=[CH:34][CH:33]=1.N1CCCC1.[OH-].[K+], predict the reaction product. The product is: [F:31][C:32]1[CH:33]=[CH:34][C:2]([CH2:1][O:4][C:5]2[N:10]=[C:9]([C:11]([OH:13])=[O:12])[CH:8]=[N:7][C:6]=2[N:14]2[CH2:18][CH2:17][CH2:16][CH2:15]2)=[CH:3][CH:37]=1.